Dataset: Forward reaction prediction with 1.9M reactions from USPTO patents (1976-2016). Task: Predict the product of the given reaction. (1) Given the reactants [NH2:1][C:2]1[N:7]=[CH:6][N:5]=[C:4]2[N:8]([C@H:33]3[CH2:38][CH2:37][C@@H:36]([N:39]4[CH2:44][CH2:43][N:42]([CH3:45])[CH2:41][CH2:40]4)[CH2:35][CH2:34]3)[N:9]=[C:10]([C:11]3[CH:32]=[CH:31][C:14]([O:15][C:16]4[CH:23]=[CH:22][CH:21]=[C:20]([S:24][C:25]5[CH:30]=[CH:29][CH:28]=[CH:27][N:26]=5)[C:17]=4[C:18]#[N:19])=[CH:13][CH:12]=3)[C:3]=12.[C:46]([OH:53])(=[O:52])/[CH:47]=[CH:48]\[C:49]([OH:51])=[O:50], predict the reaction product. The product is: [C:46]([OH:53])(=[O:52])/[CH:47]=[CH:48]\[C:49]([OH:51])=[O:50].[C:46]([OH:53])(=[O:52])/[CH:47]=[CH:48]\[C:49]([OH:51])=[O:50].[NH2:1][C:2]1[N:7]=[CH:6][N:5]=[C:4]2[N:8]([C@H:33]3[CH2:38][CH2:37][C@@H:36]([N:39]4[CH2:44][CH2:43][N:42]([CH3:45])[CH2:41][CH2:40]4)[CH2:35][CH2:34]3)[N:9]=[C:10]([C:11]3[CH:12]=[CH:13][C:14]([O:15][C:16]4[CH:23]=[CH:22][CH:21]=[C:20]([S:24][C:25]5[CH:30]=[CH:29][CH:28]=[CH:27][N:26]=5)[C:17]=4[C:18]#[N:19])=[CH:31][CH:32]=3)[C:3]=12. (2) Given the reactants [CH:1]([O:4][CH:5]1[CH2:14][CH2:13][C:8]2(OCC[O:9]2)[CH2:7][CH2:6]1)([CH3:3])[CH3:2].CC1C=CC(S(O)(=O)=O)=CC=1, predict the reaction product. The product is: [CH:1]([O:4][CH:5]1[CH2:14][CH2:13][C:8](=[O:9])[CH2:7][CH2:6]1)([CH3:3])[CH3:2]. (3) Given the reactants [CH2:1]([S:3][C:4]1[CH:9]=[CH:8][C:7]([CH2:10][C:11]2[C:12]([O:17][C@@H:18]3[O:26][C@H:25]([CH2:27][OH:28])[C@@H:23]([OH:24])[C@H:21]([OH:22])[C@H:19]3[OH:20])=[N:13][NH:14][C:15]=2[CH3:16])=[CH:6][CH:5]=1)[CH3:2].[C:29](O)(=[O:31])[CH3:30].C(OC(=O)C)(=O)C, predict the reaction product. The product is: [C:29]([N:14]1[C:15]([CH3:16])=[C:11]([CH2:10][C:7]2[CH:8]=[CH:9][C:4]([S:3][CH2:1][CH3:2])=[CH:5][CH:6]=2)[C:12]([O:17][C@@H:18]2[O:26][C@H:25]([CH2:27][OH:28])[C@@H:23]([OH:24])[C@H:21]([OH:22])[C@H:19]2[OH:20])=[N:13]1)(=[O:31])[CH3:30]. (4) Given the reactants CN.[Br:3][C:4]1[CH:5]=[C:6]([CH:10]=[CH:11][C:12]=1[C:13]([CH3:16])([CH3:15])[CH3:14])[C:7]([OH:9])=O.O[N:18]1[C:22]2[CH:23]=[CH:24][CH:25]=[CH:26][C:21]=2N=N1.[CH3:27][N:28]([CH3:37])[CH2:29][CH2:30]CN=C=NCC, predict the reaction product. The product is: [CH3:27][N:28]1[CH2:29][CH2:30][C:25]2[C:24](=[CH:23][C:22]([NH:18][C:7](=[O:9])[C:6]3[CH:10]=[CH:11][C:12]([C:13]([CH3:16])([CH3:15])[CH3:14])=[C:4]([Br:3])[CH:5]=3)=[CH:21][CH:26]=2)[CH2:37]1. (5) Given the reactants [C:1]([C:3]1[CH:8]=[CH:7][C:6]([CH2:9][C:10]([OH:12])=[O:11])=[CH:5][CH:4]=1)#[N:2].CC(C)([O-])C.[K+].Br[CH2:20][C:21]([C:23]1[CH:28]=[CH:27][C:26]([Cl:29])=[CH:25][CH:24]=1)=O.CCN(CC)CC, predict the reaction product. The product is: [Cl:29][C:26]1[CH:27]=[CH:28][C:23]([C:21]2[CH2:20][O:11][C:10](=[O:12])[C:9]=2[C:6]2[CH:5]=[CH:4][C:3]([C:1]#[N:2])=[CH:8][CH:7]=2)=[CH:24][CH:25]=1. (6) Given the reactants [C:1]1([CH3:9])[CH:6]=[CH:5][C:4]([Mg]Br)=[CH:3][CH:2]=1.FC(F)(C(F)(F)F)C(F)(F)C(F)(F)S(O[C:18]1[CH2:22][CH2:21][CH2:20][C:19]=1[C:23]([O:25][CH3:26])=[O:24])(=O)=O.C(OCC)(=O)C.Cl, predict the reaction product. The product is: [CH3:9][C:1]1[CH:6]=[CH:5][C:4]([C:18]2[CH2:22][CH2:21][CH2:20][C:19]=2[C:23]([O:25][CH3:26])=[O:24])=[CH:3][CH:2]=1. (7) Given the reactants C[CH:2]([C:27]([NH:29][CH2:30][CH2:31][CH2:32][NH:33][CH2:7][CH2:3][CH2:2][CH2:27][NH:29][CH2:30][CH2:31][CH2:32][NH2:33])=O)[C@@H:3]1[C@@:7]2(C)CCC3[C@@]4(C)CCC(OS(O)(=O)=O)CC4=CCC3[C@@H]2CC1.C([Mg]Br)C.C1C[O:50]CC1, predict the reaction product. The product is: [N:29]1[CH:30]=[CH:31][CH:32]=[N:33][C:27]=1[C:2](=[O:50])[CH2:3][CH3:7]. (8) Given the reactants S(Cl)(Cl)=O.[C:5]1([C:11]2[C:12]([C:19]3[CH:24]=[CH:23][CH:22]=[CH:21][CH:20]=3)=[N:13][CH:14]=[CH:15][C:16]=2[CH2:17]O)[CH:10]=[CH:9][CH:8]=[CH:7][CH:6]=1.[NH:25]1[CH2:30][CH2:29][CH2:28][CH2:27][CH2:26]1.C(=O)([O-])O.[Na+], predict the reaction product. The product is: [C:5]1([C:11]2[C:12]([C:19]3[CH:24]=[CH:23][CH:22]=[CH:21][CH:20]=3)=[N:13][CH:14]=[CH:15][C:16]=2[CH2:17][N:25]2[CH2:30][CH2:29][CH2:28][CH2:27][CH2:26]2)[CH:10]=[CH:9][CH:8]=[CH:7][CH:6]=1.